From a dataset of Catalyst prediction with 721,799 reactions and 888 catalyst types from USPTO. Predict which catalyst facilitates the given reaction. (1) Reactant: [C:1]1([C:10]2[CH:15]=[CH:14][CH:13]=[CH:12][CH:11]=2)[CH:6]=[CH:5][C:4]([CH2:7][CH2:8]O)=[CH:3][CH:2]=1.C(Br)(Br)(Br)[Br:17].C1(P(C2C=CC=CC=2)C2C=CC=CC=2)C=CC=CC=1. Product: [Br:17][CH2:8][CH2:7][C:4]1[CH:5]=[CH:6][C:1]([C:10]2[CH:15]=[CH:14][CH:13]=[CH:12][CH:11]=2)=[CH:2][CH:3]=1. The catalyst class is: 2. (2) Reactant: [Br:1][C:2]1[CH:11]=[N:10][C:9]2[C:8](Cl)=[N:7][C:6]([Cl:13])=[N:5][C:4]=2[CH:3]=1.[NH:14]1[CH2:19][CH2:18][O:17][CH2:16][CH2:15]1. Product: [Br:1][C:2]1[CH:11]=[N:10][C:9]2[C:8]([N:14]3[CH2:19][CH2:18][O:17][CH2:16][CH2:15]3)=[N:7][C:6]([Cl:13])=[N:5][C:4]=2[CH:3]=1. The catalyst class is: 2.